From a dataset of Reaction yield outcomes from USPTO patents with 853,638 reactions. Predict the reaction yield, written as a fraction of the theoretical maximum amount of product (1.0 means a 100% yield; for example, 0.34 means a 34% yield). (1) The reactants are [C:1]([C:4]1[C:9]([NH:10][C:11]2[CH:16]=[CH:15][C:14]([I:17])=[CH:13][C:12]=2[F:18])=[CH:8][N:7]=[CH:6][C:5]=1[O:19][C:20]1[CH:21]=[C:22]([NH:26]C(=O)OC(C)(C)C)[CH:23]=[CH:24][CH:25]=1)(=[O:3])[NH2:2].C(O)(C(F)(F)F)=O.C([O-])(O)=O.[Na+]. The catalyst is ClCCl. The product is [NH2:26][C:22]1[CH:21]=[C:20]([CH:25]=[CH:24][CH:23]=1)[O:19][C:5]1[CH:6]=[N:7][CH:8]=[C:9]([NH:10][C:11]2[CH:16]=[CH:15][C:14]([I:17])=[CH:13][C:12]=2[F:18])[C:4]=1[C:1]([NH2:2])=[O:3]. The yield is 0.870. (2) The reactants are [H-].[Na+].[I:3][C:4]1[CH:5]=[N:6][NH:7][CH:8]=1.[C:9]([O:13][C:14]([N:16]1[CH2:21][CH2:20][CH:19](OS(C)(=O)=O)[CH2:18][CH2:17]1)=[O:15])([CH3:12])([CH3:11])[CH3:10]. The catalyst is CN(C=O)C. The product is [I:3][C:4]1[CH:5]=[N:6][N:7]([CH:19]2[CH2:20][CH2:21][N:16]([C:14]([O:13][C:9]([CH3:12])([CH3:11])[CH3:10])=[O:15])[CH2:17][CH2:18]2)[CH:8]=1. The yield is 0.660. (3) The reactants are [CH3:1][O:2][C:3](=[O:16])[C:4]1[CH:9]=[C:8]([N+:10]([O-:12])=[O:11])[C:7]([NH2:13])=[C:6]([F:14])[C:5]=1F.[Cl:17][C:18]1[CH:24]=[CH:23][CH:22]=[CH:21][C:19]=1[NH2:20]. The catalyst is C(OCC)(=O)C. The product is [CH3:1][O:2][C:3](=[O:16])[C:4]1[CH:9]=[C:8]([N+:10]([O-:12])=[O:11])[C:7]([NH2:13])=[C:6]([F:14])[C:5]=1[NH:20][C:19]1[CH:21]=[CH:22][CH:23]=[CH:24][C:18]=1[Cl:17]. The yield is 0.120. (4) The reactants are [CH3:1][C:2]1[CH:7]=[CH:6][CH:5]=[C:4]([CH3:8])[C:3]=1[OH:9].[C:10]([O:14][C:15]([NH:17][CH2:18][CH2:19][CH2:20][C:21](O)=[O:22])=[O:16])([CH3:13])([CH3:12])[CH3:11].C(Cl)CCl. The catalyst is C1COCC1.CN(C1C=CN=CC=1)C. The product is [C:10]([O:14][C:15]([NH:17][CH2:18][CH2:19][CH2:20][C:21]([O:9][C:3]1[C:4]([CH3:8])=[CH:5][CH:6]=[CH:7][C:2]=1[CH3:1])=[O:22])=[O:16])([CH3:13])([CH3:12])[CH3:11]. The yield is 0.760. (5) The reactants are [OH:1][CH2:2][CH:3]([NH:5][C:6](=[O:14])[C:7]1[CH:12]=[CH:11][CH:10]=[C:9](I)[CH:8]=1)[CH3:4].[C:15]([OH:22])(=[O:21])[CH2:16][CH2:17][CH2:18][C:19]#[CH:20]. No catalyst specified. The product is [OH:1][CH2:2][CH:3]([NH:5][C:6]([C:7]1[CH:8]=[C:9]([C:20]#[C:19][CH2:18][CH2:17][CH2:16][C:15]([OH:22])=[O:21])[CH:10]=[CH:11][CH:12]=1)=[O:14])[CH3:4]. The yield is 0.990. (6) The reactants are [O:1]1[C:5]2[CH:6]=[CH:7][CH:8]=[CH:9][C:4]=2[N:3]=[C:2]1[N:10]1[CH2:16][C:15]2[CH:17]=[CH:18][C:19]([C:21](OC)=[O:22])=[CH:20][C:14]=2[O:13][CH2:12][CH2:11]1.[NH2:25][OH:26].[OH-].[Na+]. The catalyst is C1COCC1. The product is [O:1]1[C:5]2[CH:6]=[CH:7][CH:8]=[CH:9][C:4]=2[N:3]=[C:2]1[N:10]1[CH2:16][C:15]2[CH:17]=[CH:18][C:19]([C:21]([NH:25][OH:26])=[O:22])=[CH:20][C:14]=2[O:13][CH2:12][CH2:11]1. The yield is 0.290. (7) The reactants are ClC(O[C:5]1[C:13]2[NH:12][C:11]([OH:14])=[N:10][C:9]=2[CH:8]=[CH:7][CH:6]=1)=O.[NH2:15][C:16]1[CH:17]=[C:18]([C:25]([OH:27])=[O:26])[CH:19]=[C:20]([CH:24]=1)[C:21]([OH:23])=[O:22].C1C[O:31][CH2:30]C1. No catalyst specified. The product is [O:14]=[C:11]1[N:10]([C:30]([NH:15][C:16]2[CH:17]=[C:18]([C:25]([OH:27])=[O:26])[CH:19]=[C:20]([CH:24]=2)[C:21]([OH:23])=[O:22])=[O:31])[C:9]2[CH:8]=[CH:7][CH:6]=[CH:5][C:13]=2[NH:12]1. The yield is 0.520. (8) The reactants are [F:1][C:2]1[CH:7]=[CH:6][C:5]([C:8]2[N:9]=[C:10]3[C:15](=[N:16][CH:17]=2)[N:14]=[C:13]([SH:18])[N:12]=[C:11]3[OH:19])=[CH:4][CH:3]=1.I[CH3:21].O. The catalyst is CN(C=O)C. The product is [F:1][C:2]1[CH:7]=[CH:6][C:5]([C:8]2[N:9]=[C:10]3[C:15](=[N:16][CH:17]=2)[N:14]=[C:13]([S:18][CH3:21])[N:12]=[C:11]3[OH:19])=[CH:4][CH:3]=1. The yield is 0.800.